Dataset: NCI-60 drug combinations with 297,098 pairs across 59 cell lines. Task: Regression. Given two drug SMILES strings and cell line genomic features, predict the synergy score measuring deviation from expected non-interaction effect. (1) Cell line: NCI-H226. Synergy scores: CSS=10.6, Synergy_ZIP=-1.90, Synergy_Bliss=6.38, Synergy_Loewe=-0.377, Synergy_HSA=6.03. Drug 2: C1=CC=C(C(=C1)C(C2=CC=C(C=C2)Cl)C(Cl)Cl)Cl. Drug 1: CN1CCC(CC1)COC2=C(C=C3C(=C2)N=CN=C3NC4=C(C=C(C=C4)Br)F)OC. (2) Drug 1: CC1=C(C=C(C=C1)NC(=O)C2=CC=C(C=C2)CN3CCN(CC3)C)NC4=NC=CC(=N4)C5=CN=CC=C5. Drug 2: C1=NC2=C(N=C(N=C2N1C3C(C(C(O3)CO)O)F)Cl)N. Cell line: K-562. Synergy scores: CSS=55.8, Synergy_ZIP=-2.53, Synergy_Bliss=-1.08, Synergy_Loewe=-6.81, Synergy_HSA=-0.977. (3) Drug 1: C1=CC(=CC=C1C#N)C(C2=CC=C(C=C2)C#N)N3C=NC=N3. Drug 2: CC1=C(C(=CC=C1)Cl)NC(=O)C2=CN=C(S2)NC3=CC(=NC(=N3)C)N4CCN(CC4)CCO. Cell line: SF-539. Synergy scores: CSS=-3.52, Synergy_ZIP=-4.84, Synergy_Bliss=-12.1, Synergy_Loewe=-13.3, Synergy_HSA=-11.3. (4) Drug 1: CNC(=O)C1=CC=CC=C1SC2=CC3=C(C=C2)C(=NN3)C=CC4=CC=CC=N4. Drug 2: CC1C(C(CC(O1)OC2CC(CC3=C2C(=C4C(=C3O)C(=O)C5=C(C4=O)C(=CC=C5)OC)O)(C(=O)C)O)N)O.Cl. Cell line: EKVX. Synergy scores: CSS=30.0, Synergy_ZIP=7.73, Synergy_Bliss=13.5, Synergy_Loewe=14.0, Synergy_HSA=14.2. (5) Drug 1: CC1CCC2CC(C(=CC=CC=CC(CC(C(=O)C(C(C(=CC(C(=O)CC(OC(=O)C3CCCCN3C(=O)C(=O)C1(O2)O)C(C)CC4CCC(C(C4)OC)O)C)C)O)OC)C)C)C)OC. Drug 2: CN(C(=O)NC(C=O)C(C(C(CO)O)O)O)N=O. Cell line: A498. Synergy scores: CSS=12.6, Synergy_ZIP=-1.40, Synergy_Bliss=3.31, Synergy_Loewe=-17.8, Synergy_HSA=0.205. (6) Drug 1: C1=NC2=C(N1)C(=S)N=C(N2)N. Drug 2: CC1CCC2CC(C(=CC=CC=CC(CC(C(=O)C(C(C(=CC(C(=O)CC(OC(=O)C3CCCCN3C(=O)C(=O)C1(O2)O)C(C)CC4CCC(C(C4)OC)O)C)C)O)OC)C)C)C)OC. Cell line: KM12. Synergy scores: CSS=37.9, Synergy_ZIP=-16.3, Synergy_Bliss=-15.1, Synergy_Loewe=-10.3, Synergy_HSA=-9.92. (7) Drug 1: C1CC(=O)NC(=O)C1N2CC3=C(C2=O)C=CC=C3N. Drug 2: C1CN1P(=S)(N2CC2)N3CC3. Cell line: HCC-2998. Synergy scores: CSS=9.15, Synergy_ZIP=-6.06, Synergy_Bliss=-10.5, Synergy_Loewe=-21.3, Synergy_HSA=-10.8. (8) Drug 1: C1=CC(=CC=C1CCCC(=O)O)N(CCCl)CCCl. Drug 2: C1=CC=C(C=C1)NC(=O)CCCCCCC(=O)NO. Cell line: ACHN. Synergy scores: CSS=45.9, Synergy_ZIP=-3.61, Synergy_Bliss=-7.01, Synergy_Loewe=-6.24, Synergy_HSA=-5.66.